This data is from Full USPTO retrosynthesis dataset with 1.9M reactions from patents (1976-2016). The task is: Predict the reactants needed to synthesize the given product. (1) Given the product [CH2:2]([O:3][C:4]([C:6]1[CH2:18][C:17]([C:15]2[CH:14]=[C:13]([Cl:23])[CH:12]=[C:11]([Cl:10])[CH:16]=2)([CH3:19])[O:8][N:7]=1)=[O:5])[CH3:1], predict the reactants needed to synthesize it. The reactants are: [CH3:1][CH2:2][O:3][C:4](/[C:6](/Cl)=[N:7]\[OH:8])=[O:5].[Cl:10][C:11]1[CH:16]=[C:15]([C:17]([C:19](F)(F)F)=[CH2:18])[CH:14]=[C:13]([Cl:23])[CH:12]=1.C(=O)([O-])O.[Na+]. (2) Given the product [F:1][C:2]1[CH:7]=[CH:6][C:5]([CH:8]2[N:12]([S:13]([C:16]3[CH:21]=[CH:20][C:19]([CH3:22])=[CH:18][CH:17]=3)(=[O:14])=[O:15])[CH:11]([CH2:23][CH2:24][CH2:25][C:26]([NH2:28])=[NH:27])[CH2:10][CH2:9]2)=[CH:4][CH:3]=1, predict the reactants needed to synthesize it. The reactants are: [F:1][C:2]1[CH:7]=[CH:6][C:5]([CH:8]2[N:12]([S:13]([C:16]3[CH:21]=[CH:20][C:19]([CH3:22])=[CH:18][CH:17]=3)(=[O:15])=[O:14])[CH:11]([CH2:23][CH2:24][CH2:25][C:26]([NH:28]O)=[NH:27])[CH2:10][CH2:9]2)=[CH:4][CH:3]=1.C(O)(=O)C. (3) Given the product [C:24]([Si:28]([CH3:31])([CH3:30])[O:23][C@@H:19]1[CH2:20][O:21][CH2:22][C@@H:18]1[C@:9]([NH2:8])([C:11]1[CH:16]=[CH:15][CH:14]=[CH:13][C:12]=1[F:17])[CH3:10])([CH3:27])([CH3:26])[CH3:25], predict the reactants needed to synthesize it. The reactants are: C(N(CC)CC)C.[NH2:8][C@@:9]([C@H:18]1[CH2:22][O:21][CH2:20][C@H:19]1[OH:23])([C:11]1[CH:16]=[CH:15][CH:14]=[CH:13][C:12]=1[F:17])[CH3:10].[C:24]([Si:28]([CH3:31])([CH3:30])Cl)([CH3:27])([CH3:26])[CH3:25]. (4) Given the product [ClH:7].[Cl:7][C:8]1[CH:9]=[CH:10][C:11]2[CH2:12][C@H:13]3[CH2:20][NH:19][C@H:18]([CH3:22])[CH2:17][N:14]3[C:15]=2[CH:16]=1, predict the reactants needed to synthesize it. The reactants are: [H-].[Al+3].[Li+].[H-].[H-].[H-].[Cl:7][C:8]1[CH:9]=[CH:10][C:11]2[CH2:12][C@H:13]3[C:20](=O)[NH:19][C@H:18]([CH3:22])[C:17](=O)[N:14]3[C:15]=2[CH:16]=1.[OH-].[Na+].S([O-])([O-])(=O)=O.[Mg+2].Cl. (5) Given the product [C:1]([NH:5][C:15](=[O:16])[CH2:14][Cl:13])([CH3:4])([CH3:3])[CH3:2], predict the reactants needed to synthesize it. The reactants are: [C:1]([NH2:5])([CH3:4])([CH3:3])[CH3:2].C(N(CC)CC)C.[Cl:13][CH2:14][C:15](Cl)=[O:16]. (6) Given the product [S:19]1[C:14]2[CH:13]=[CH:18][CH:17]=[N:16][C:15]=2[CH:12]=[C:11]1[C:8]1[N:6]2[N:7]=[C:2]([NH:32][C@H:33]3[CH2:38][CH2:37][C@H:36]([OH:39])[CH2:35][CH2:34]3)[CH:3]=[CH:4][C:5]2=[N:10][CH:9]=1, predict the reactants needed to synthesize it. The reactants are: Cl[C:2]1[CH:3]=[CH:4][C:5]2[N:6]([C:8]([C:11]3[S:19][C:14]4=[CH:15][N:16]=[CH:17][CH:18]=[C:13]4[CH:12]=3)=[CH:9][N:10]=2)[N:7]=1.O.C1(C)C=CC(S(O)(=O)=O)=CC=1.[NH2:32][C@H:33]1[CH2:38][CH2:37][C@H:36]([OH:39])[CH2:35][CH2:34]1. (7) Given the product [CH3:1][C:2]1[CH:7]=[C:6]([CH3:8])[CH:5]=[CH:4][C:3]=1[N:9]1[CH2:14][CH2:13][N:12]([C:15]([C:17]2[CH:22]=[CH:21][C:20]([N:26]3[C@H:25]([CH3:24])[CH2:29][CH2:28][S:27]3(=[O:31])=[O:30])=[CH:19][CH:18]=2)=[O:16])[CH2:11][CH2:10]1, predict the reactants needed to synthesize it. The reactants are: [CH3:1][C:2]1[CH:7]=[C:6]([CH3:8])[CH:5]=[CH:4][C:3]=1[N:9]1[CH2:14][CH2:13][N:12]([C:15]([C:17]2[CH:22]=[CH:21][C:20](I)=[CH:19][CH:18]=2)=[O:16])[CH2:11][CH2:10]1.[CH3:24][C@@H:25]1[CH2:29][CH2:28][S:27](=[O:31])(=[O:30])[NH:26]1. (8) Given the product [C:17]1(=[CH:11][C:12]([O:14][CH2:15][CH3:16])=[O:13])[CH2:20][CH2:19][CH2:18]1, predict the reactants needed to synthesize it. The reactants are: [H-].[Na+].C(OP([CH2:11][C:12]([O:14][CH2:15][CH3:16])=[O:13])(OCC)=O)C.[C:17]1(=O)[CH2:20][CH2:19][CH2:18]1.